This data is from Peptide-MHC class II binding affinity with 134,281 pairs from IEDB. The task is: Regression. Given a peptide amino acid sequence and an MHC pseudo amino acid sequence, predict their binding affinity value. This is MHC class II binding data. (1) The peptide sequence is CDASILIDPLSNQSA. The MHC is DRB1_1602 with pseudo-sequence DRB1_1602. The binding affinity (normalized) is 0.466. (2) The peptide sequence is ATTANVPPADKYKTF. The MHC is HLA-DPA10301-DPB10402 with pseudo-sequence HLA-DPA10301-DPB10402. The binding affinity (normalized) is 0. (3) The peptide sequence is AWVDSGAQLGELYYA. The MHC is HLA-DQA10401-DQB10402 with pseudo-sequence HLA-DQA10401-DQB10402. The binding affinity (normalized) is 0.560. (4) The peptide sequence is KEPIVGAETFYVDGA. The MHC is HLA-DPA10201-DPB10501 with pseudo-sequence HLA-DPA10201-DPB10501. The binding affinity (normalized) is 0. (5) The peptide sequence is EGGVWTFDSEEPLQG. The MHC is DRB3_0202 with pseudo-sequence DRB3_0202. The binding affinity (normalized) is 0.416. (6) The peptide sequence is SVGTGNCTTNILEAK. The MHC is DRB3_0301 with pseudo-sequence DRB3_0301. The binding affinity (normalized) is 0.431. (7) The peptide sequence is VIDVKLVDANGTLHD. The MHC is DRB1_0101 with pseudo-sequence DRB1_0101. The binding affinity (normalized) is 0.556. (8) The peptide sequence is MGDDHFWAVRGGGGE. The MHC is HLA-DQA10301-DQB10302 with pseudo-sequence HLA-DQA10301-DQB10302. The binding affinity (normalized) is 0.152. (9) The peptide sequence is TSCSLMHTAVDLVNE. The MHC is HLA-DQA10301-DQB10302 with pseudo-sequence HLA-DQA10301-DQB10302. The binding affinity (normalized) is 0.298.